From a dataset of Full USPTO retrosynthesis dataset with 1.9M reactions from patents (1976-2016). Predict the reactants needed to synthesize the given product. (1) The reactants are: Br.Br.[CH2:3]1[C:9]2[CH:10]=[CH:11][C:12]([NH2:14])=[CH:13][C:8]=2[CH2:7][CH2:6][NH:5][CH2:4]1.[OH-:15].[Na+].[CH3:17][O:18][C:19]1[CH:24]=[CH:23][C:22]([S:25]([N:28]=[C:29]=[O:30])(=[O:27])=[O:26])=[CH:21][CH:20]=1.[CH2:31]([O:33][CH2:34][CH3:35])C. Given the product [CH3:17][O:18][C:19]1[CH:24]=[CH:23][C:22]([S:25]([NH:28][C:29]([N:5]2[CH2:4][CH2:3][C:9]3[CH:10]=[CH:11][C:12]([NH:14][C:29](=[O:30])[NH:28][S:25]([C:22]4[CH:23]=[CH:35][C:34]([O:33][CH3:31])=[CH:20][CH:21]=4)(=[O:26])=[O:15])=[CH:13][C:8]=3[CH2:7][CH2:6]2)=[O:30])(=[O:26])=[O:27])=[CH:21][CH:20]=1, predict the reactants needed to synthesize it. (2) Given the product [Cl:22][CH2:16][CH:15]=[CH:14][C:10]1[CH:11]=[CH:12][CH:13]=[C:8]([C:7]([F:19])([F:18])[F:6])[CH:9]=1, predict the reactants needed to synthesize it. The reactants are: CN(C)C=O.[F:6][C:7]([F:19])([F:18])[C:8]1[CH:9]=[C:10]([CH:14]=[CH:15][CH2:16]O)[CH:11]=[CH:12][CH:13]=1.S(Cl)([Cl:22])=O. (3) Given the product [OH:21][C:15]1[CH:14]=[CH:13][C:12]([CH2:10][NH:9][C:6]2[CH:7]=[CH:8][C:3]([O:2][CH3:1])=[CH:4][CH:5]=2)=[CH:20][C:16]=1[C:17]([OH:19])=[O:18], predict the reactants needed to synthesize it. The reactants are: [CH3:1][O:2][C:3]1[CH:8]=[CH:7][C:6]([NH2:9])=[CH:5][CH:4]=1.[CH:10]([C:12]1[CH:20]=[C:16]([C:17]([OH:19])=[O:18])[C:15]([OH:21])=[CH:14][CH:13]=1)=O.C([BH3-])#N.[Na+].C(OCC)(=O)C. (4) The reactants are: [CH3:1][C:2]1([CH3:33])[C:11]2[C:6](=[CH:7][CH:8]=[C:9]([C:12]([O:14]CC)=[O:13])[CH:10]=2)[NH:5][CH:4]([C:17]2[CH:22]=[CH:21][CH:20]=[CH:19][C:18]=2[NH:23][S:24]([C:27]2[CH:28]=[N:29][CH:30]=[CH:31][CH:32]=2)(=[O:26])=[O:25])[CH2:3]1.O.[OH-].[Li+].[OH-].[Na+]. Given the product [CH3:1][C:2]1([CH3:33])[C:11]2[C:6](=[CH:7][CH:8]=[C:9]([C:12]([OH:14])=[O:13])[CH:10]=2)[NH:5][CH:4]([C:17]2[CH:22]=[CH:21][CH:20]=[CH:19][C:18]=2[NH:23][S:24]([C:27]2[CH:28]=[N:29][CH:30]=[CH:31][CH:32]=2)(=[O:26])=[O:25])[CH2:3]1, predict the reactants needed to synthesize it. (5) Given the product [F:39][CH:2]([F:1])[C:3]1[CH:7]=[C:6]([CH:8]([F:9])[F:10])[N:5]([CH2:11][C:12]([N:14]2[CH2:15][CH2:16][CH:17]([C:20]3[S:21][CH:22]=[C:23]([C:25]4[CH2:29][CH:28]([C:30]5[C:35]([F:36])=[CH:34][CH:33]=[C:32]([O:37][CH2:51][C:50]#[CH:49])[C:31]=5[F:38])[O:27][N:26]=4)[N:24]=3)[CH2:18][CH2:19]2)=[O:13])[N:4]=1, predict the reactants needed to synthesize it. The reactants are: [F:1][CH:2]([F:39])[C:3]1[CH:7]=[C:6]([CH:8]([F:10])[F:9])[N:5]([CH2:11][C:12]([N:14]2[CH2:19][CH2:18][CH:17]([C:20]3[S:21][CH:22]=[C:23]([C:25]4[CH2:29][CH:28]([C:30]5[C:35]([F:36])=[CH:34][CH:33]=[C:32]([OH:37])[C:31]=5[F:38])[O:27][N:26]=4)[N:24]=3)[CH2:16][CH2:15]2)=[O:13])[N:4]=1.C(=O)([O-])[O-].[K+].[K+].[I-].[K+].Br[CH2:49][C:50]#[CH:51]. (6) Given the product [CH2:17]([N:13]1[CH:14]=[CH:15][N:16]=[C:12]1[CH2:11][S:10][C:7]1[N:8]=[CH:9][C:4]([NH2:1])=[CH:5][CH:6]=1)[CH2:18][CH3:19], predict the reactants needed to synthesize it. The reactants are: [N+:1]([C:4]1[CH:5]=[CH:6][C:7]([S:10][CH2:11][C:12]2[N:13]([CH2:17][CH2:18][CH3:19])[CH:14]=[CH:15][N:16]=2)=[N:8][CH:9]=1)([O-])=O.[Cl-].[Ca+2].[Cl-]. (7) Given the product [CH3:1][C@H:2]1[CH2:6][C:5]2[C:7]([CH:13]3[CH2:18][CH2:17][NH:16][CH2:15][CH2:14]3)=[C:8]([CH3:12])[CH:9]=[C:10]([NH2:11])[C:4]=2[O:3]1, predict the reactants needed to synthesize it. The reactants are: [CH3:1][C@@H:2]1[CH2:6][C:5]2[C:7]([CH:13]3[CH2:18][CH2:17][NH:16][CH2:15][CH2:14]3)=[C:8]([CH3:12])[CH:9]=[C:10]([NH2:11])[C:4]=2[O:3]1.C[C@H]1CC2C(C3C=CN=CC=3)=C(C)C=C(N)C=2O1. (8) Given the product [Cl:12][C:7]1[CH:8]=[N:9][C:10]2[C:5]([CH:6]=1)=[CH:4][CH:3]=[C:2]([B:13]1[O:17][C:16]([CH3:19])([CH3:18])[C:15]([CH3:21])([CH3:20])[O:14]1)[CH:11]=2, predict the reactants needed to synthesize it. The reactants are: Br[C:2]1[CH:11]=[C:10]2[C:5]([CH:6]=[C:7]([Cl:12])[CH:8]=[N:9]2)=[CH:4][CH:3]=1.[B:13]1([B:13]2[O:17][C:16]([CH3:19])([CH3:18])[C:15]([CH3:21])([CH3:20])[O:14]2)[O:17][C:16]([CH3:19])([CH3:18])[C:15]([CH3:21])([CH3:20])[O:14]1.C([O-])(=O)C.[K+].